Dataset: Forward reaction prediction with 1.9M reactions from USPTO patents (1976-2016). Task: Predict the product of the given reaction. (1) Given the reactants [ClH:1].[O:2]=[C:3]1[CH:8]([C:9]2[CH:14]=[C:13]([F:15])[C:12]([F:16])=[C:11]([F:17])[CH:10]=2)[CH2:7][CH2:6][CH2:5][N:4]1[NH:18]C(=O)OC(C)(C)C, predict the reaction product. The product is: [ClH:1].[NH2:18][N:4]1[CH2:5][CH2:6][CH2:7][CH:8]([C:9]2[CH:10]=[C:11]([F:17])[C:12]([F:16])=[C:13]([F:15])[CH:14]=2)[C:3]1=[O:2]. (2) Given the reactants [CH:1]1[CH:6]=[CH:5][C:4]([C:7]2[CH:12]=[CH:11][C:10]([CH2:13][CH2:14][NH2:15])=[CH:9][CH:8]=2)=[CH:3][CH:2]=1.ClC(OC1C=CC(F)=CC=1)=O.Cl[C:28]([O:30][C:31]1[CH:36]=[CH:35][C:34]([CH3:37])=[CH:33][CH:32]=1)=[O:29], predict the reaction product. The product is: [C:7]1([C:4]2[CH:3]=[CH:2][CH:1]=[CH:6][CH:5]=2)[CH:8]=[CH:9][C:10]([CH2:13][CH2:14][NH:15][C:28](=[O:29])[O:30][C:31]2[CH:36]=[CH:35][C:34]([CH3:37])=[CH:33][CH:32]=2)=[CH:11][CH:12]=1. (3) Given the reactants C(OC([N:11]1[CH2:16][CH2:15][CH:14]([C:17]([NH:19][S:20]([CH3:23])(=[O:22])=[O:21])=[O:18])[CH2:13][CH2:12]1)=O)C1C=CC=CC=1, predict the reaction product. The product is: [CH3:23][S:20]([NH:19][C:17]([CH:14]1[CH2:13][CH2:12][NH:11][CH2:16][CH2:15]1)=[O:18])(=[O:21])=[O:22]. (4) Given the reactants [CH3:1][CH:2]([CH3:17])[CH:3]([C:5]1[CH:6]=[N:7][C:8]([C:11]2[CH:16]=[CH:15][CH:14]=[CH:13][CH:12]=2)=[CH:9][CH:10]=1)O.[CH:18]1[N:22]=[CH:21][N:20](C([N:20]2[CH:21]=[N:22][CH:18]=[CH:19]2)=O)[CH:19]=1, predict the reaction product. The product is: [N:20]1([CH:3]([C:5]2[CH:10]=[CH:9][C:8]([C:11]3[CH:16]=[CH:15][CH:14]=[CH:13][CH:12]=3)=[N:7][CH:6]=2)[CH:2]([CH3:17])[CH3:1])[CH:19]=[CH:18][N:22]=[CH:21]1. (5) Given the reactants [Br:1][C:2]1[CH:6]=[C:5]([NH2:7])[NH:4][N:3]=1.[C:8]([CH:11]([CH2:16][C:17]([O:19][CH3:20])=[O:18])[C:12](OC)=[O:13])(=O)[CH3:9], predict the reaction product. The product is: [Br:1][C:2]1[CH:6]=[C:5]2[N:7]=[C:8]([CH3:9])[C:11]([CH2:16][C:17]([O:19][CH3:20])=[O:18])=[C:12]([OH:13])[N:4]2[N:3]=1.